This data is from Full USPTO retrosynthesis dataset with 1.9M reactions from patents (1976-2016). The task is: Predict the reactants needed to synthesize the given product. (1) Given the product [CH:1]([C:4]1[NH:5][C:6](=[O:24])[C:7]([C:13]2[N:14]=[C:15]([C:18]3[CH:19]=[CH:20][N:21]=[CH:22][CH:23]=3)[S:16][CH:17]=2)=[CH:8][C:9]=1[C:10]([NH:51][CH2:50][C:49]1[CH:52]=[CH:53][C:46]([O:44][CH3:45])=[CH:47][CH:48]=1)=[O:12])([CH3:3])[CH3:2], predict the reactants needed to synthesize it. The reactants are: [CH:1]([C:4]1[NH:5][C:6](=[O:24])[C:7]([C:13]2[N:14]=[C:15]([C:18]3[CH:23]=[CH:22][N:21]=[CH:20][CH:19]=3)[S:16][CH:17]=2)=[CH:8][C:9]=1[C:10]([OH:12])=O)([CH3:3])[CH3:2].C1C=NC2N(O)N=NC=2C=1.CCN(C(C)C)C(C)C.[O:44]([C:46]1[CH:53]=[CH:52][C:49]([CH2:50][NH2:51])=[CH:48][CH:47]=1)[CH3:45].C(Cl)CCl. (2) Given the product [CH2:1]([O:8][C:9]1[CH:14]=[CH:13][C:12]([C@@H:21]2[CH2:22][CH2:23][C:19](=[O:24])[CH2:20]2)=[CH:11][CH:10]=1)[C:2]1[CH:7]=[CH:6][CH:5]=[CH:4][CH:3]=1, predict the reactants needed to synthesize it. The reactants are: [CH2:1]([O:8][C:9]1[CH:14]=[CH:13][C:12](OB(O)O)=[CH:11][CH:10]=1)[C:2]1[CH:7]=[CH:6][CH:5]=[CH:4][CH:3]=1.[C:19]1(=[O:24])[CH2:23][CH2:22][CH:21]=[CH:20]1. (3) Given the product [CH:20]([C:17]1[CH:18]=[CH:19][C:14]([NH:4][C:5]2[CH:6]=[CH:7][C:8]([CH:11]([CH3:13])[CH3:12])=[CH:9][CH:10]=2)=[CH:15][CH:16]=1)([CH3:22])[CH3:21], predict the reactants needed to synthesize it. The reactants are: C([N:4]([C:14]1[CH:19]=[CH:18][C:17]([CH:20]([CH3:22])[CH3:21])=[CH:16][CH:15]=1)[C:5]1[CH:10]=[CH:9][C:8]([CH:11]([CH3:13])[CH3:12])=[CH:7][CH:6]=1)(=O)C. (4) Given the product [C:1]([C:4]1[CH:5]=[CH:6][C:7]([C:8]([N:15]([O:16][CH3:17])[CH3:14])=[O:10])=[CH:11][CH:12]=1)(=[O:3])[CH3:2], predict the reactants needed to synthesize it. The reactants are: [C:1]([C:4]1[CH:12]=[CH:11][C:7]([C:8]([OH:10])=O)=[CH:6][CH:5]=1)(=[O:3])[CH3:2].Cl.[CH3:14][NH:15][O:16][CH3:17].Cl.CN(C)CCCN=C=NCC.O.ON1C2C=CC=CC=2N=N1. (5) The reactants are: [CH2:1]([C@@H:5]1[NH:10][CH2:9][C@H:8]([C:11]2[CH:16]=[CH:15][CH:14]=[CH:13][C:12]=2[CH3:17])[NH:7][C:6]1=[O:18])[CH:2]([CH3:4])[CH3:3].[F:19][C:20]1[CH:25]=[CH:24][C:23]([C:26]2[O:30][N:29]=[C:28]([C:31](O)=[O:32])[CH:27]=2)=[CH:22][CH:21]=1.C([C@@H]1N(C([C@@H]2C[C@H]2C2C=CC=CC=2)=O)C[C@H](CC(C)C)NC1=O)C(C)C. Given the product [F:19][C:20]1[CH:21]=[CH:22][C:23]([C:26]2[O:30][N:29]=[C:28]([C:31]([N:10]3[CH2:9][C@H:8]([C:11]4[CH:16]=[CH:15][CH:14]=[CH:13][C:12]=4[CH3:17])[NH:7][C:6](=[O:18])[C@@H:5]3[CH2:1][CH:2]([CH3:4])[CH3:3])=[O:32])[CH:27]=2)=[CH:24][CH:25]=1, predict the reactants needed to synthesize it. (6) Given the product [NH2:8][C:5]1[CH:6]=[CH:7][C:2]([F:1])=[C:3]([C:11]2[N:12]=[C:13]3[N:18]=[CH:17][C:16]([NH2:19])=[CH:15][N:14]3[CH:27]=2)[CH:4]=1, predict the reactants needed to synthesize it. The reactants are: [F:1][C:2]1[CH:7]=[CH:6][C:5]([NH:8]C=O)=[CH:4][C:3]=1[C:11]1[N:12]=[C:13]2[N:18]=[CH:17][C:16]([NH:19]C(=O)OC(C)(C)C)=[CH:15][N:14]2[CH:27]=1.Cl.